Predict the reaction yield, written as a fraction of the theoretical maximum amount of product (1.0 means a 100% yield; for example, 0.34 means a 34% yield). From a dataset of Reaction yield outcomes from USPTO patents with 853,638 reactions. The reactants are [N+:1]([C:4]1[CH:9]=[CH:8][C:7]([C:10]([N:12]=[C:13]=[S:14])=[O:11])=[CH:6][CH:5]=1)([O-:3])=[O:2].[CH3:15][O:16][C:17]1[CH:18]=[C:19]2[C:24](=[CH:25][C:26]=1[O:27][CH3:28])[N:23]=[CH:22][CH:21]=[C:20]2[O:29][C:30]1[CH:36]=[CH:35][C:33]([NH2:34])=[C:32]([CH3:37])[CH:31]=1.C1(C)C=CC=CC=1. The catalyst is C(O)C. The product is [CH3:15][O:16][C:17]1[CH:18]=[C:19]2[C:24](=[CH:25][C:26]=1[O:27][CH3:28])[N:23]=[CH:22][CH:21]=[C:20]2[O:29][C:30]1[CH:36]=[CH:35][C:33]([NH:34][C:13]([NH:12][C:10](=[O:11])[C:7]2[CH:6]=[CH:5][C:4]([N+:1]([O-:3])=[O:2])=[CH:9][CH:8]=2)=[S:14])=[C:32]([CH3:37])[CH:31]=1. The yield is 0.490.